Dataset: Peptide-MHC class I binding affinity with 185,985 pairs from IEDB/IMGT. Task: Regression. Given a peptide amino acid sequence and an MHC pseudo amino acid sequence, predict their binding affinity value. This is MHC class I binding data. (1) The MHC is HLA-A11:01 with pseudo-sequence HLA-A11:01. The peptide sequence is AVAPSMTMR. The binding affinity (normalized) is 0.677. (2) The peptide sequence is REFEAQNVP. The MHC is HLA-B08:02 with pseudo-sequence HLA-B08:02. The binding affinity (normalized) is 0.0847. (3) The peptide sequence is LTMNLVSDI. The MHC is HLA-A24:03 with pseudo-sequence HLA-A24:03. The binding affinity (normalized) is 0.0847. (4) The peptide sequence is DFGYATMAK. The MHC is HLA-A02:01 with pseudo-sequence HLA-A02:01. The binding affinity (normalized) is 0.0847. (5) The peptide sequence is RPRVAQLTF. The binding affinity (normalized) is 0.0847. The MHC is HLA-A11:01 with pseudo-sequence HLA-A11:01. (6) The peptide sequence is KRWIAVPTW. The MHC is Mamu-B08 with pseudo-sequence Mamu-B08. The binding affinity (normalized) is 0.521.